Dataset: Full USPTO retrosynthesis dataset with 1.9M reactions from patents (1976-2016). Task: Predict the reactants needed to synthesize the given product. (1) Given the product [CH2:22]([O:21][C:19](=[O:20])[CH2:18][CH:14]1[C:15]2[C:11](=[CH:10][C:9]([OH:8])=[CH:17][CH:16]=2)[CH2:12][CH2:13]1)[CH3:23], predict the reactants needed to synthesize it. The reactants are: C([O:8][C:9]1[CH:10]=[C:11]2[C:15](=[CH:16][CH:17]=1)/[C:14](=[CH:18]/[C:19]([O:21][CH2:22][CH3:23])=[O:20])/[CH2:13][CH2:12]2)C1C=CC=CC=1. (2) The reactants are: C12(C=CC3C=C(C(O)=O)C=CC=3O1)CC2.C[O:17][C:18](=[O:46])[CH2:19][C:20]1[CH:25]=[CH:24][C:23]([C:26]#[C:27][C:28]2[CH:29]=[C:30]([CH:42]3C[CH2:43]3)[C:31]3[O:38][C:35]4([CH2:37][CH2:36]4)[CH2:34][C:33]([CH3:40])([CH3:39])[C:32]=3[CH:41]=2)=[CH:22][C:21]=1F.C(OC(=O)CC1C=CC=C(O)C=1)(C)(C)C.Cl.CN(C)CCCN=C=NCC. Given the product [CH2:42]([C:30]1[CH:29]=[C:28]([C:27]#[C:26][C:23]2[CH:24]=[CH:25][C:20]([CH2:19][C:18]([OH:46])=[O:17])=[CH:21][CH:22]=2)[CH:41]=[C:32]2[C:31]=1[O:38][C:35]([CH3:36])([CH3:37])[CH2:34][C:33]2([CH3:40])[CH3:39])[CH3:43], predict the reactants needed to synthesize it. (3) Given the product [CH2:10]([O:9][C:3]([C:4]1[C:13]2[C:14](=[N:15][CH:16]=[C:17]([Br:19])[N:18]=2)[NH:20][C:5]=1[CH3:7])=[O:8])[CH3:11], predict the reactants needed to synthesize it. The reactants are: [H-].[Na+].[C:3]([O:9][CH2:10][CH3:11])(=[O:8])[CH2:4][C:5]([CH3:7])=O.Br[C:13]1[C:14]([NH2:20])=[N:15][CH:16]=[C:17]([Br:19])[N:18]=1. (4) Given the product [CH2:1]([C@@:4]1([CH3:31])[CH2:9][C@H:8]([C:10]2[CH:15]=[CH:14][CH:13]=[C:12]([Cl:16])[CH:11]=2)[C@@H:7]([C:17]2[CH:18]=[CH:19][C:20]([Cl:23])=[CH:21][CH:22]=2)[N:6]([C@H:24]([CH2:25][CH:26]([OH:27])[C:34]([F:37])([F:36])[F:35])[CH2:28][CH3:29])[C:5]1=[O:30])[CH:2]=[CH2:3], predict the reactants needed to synthesize it. The reactants are: [CH2:1]([C@@:4]1([CH3:31])[CH2:9][C@H:8]([C:10]2[CH:15]=[CH:14][CH:13]=[C:12]([Cl:16])[CH:11]=2)[C@@H:7]([C:17]2[CH:22]=[CH:21][C:20]([Cl:23])=[CH:19][CH:18]=2)[N:6]([C@@H:24]([CH2:28][CH3:29])[CH2:25][CH:26]=[O:27])[C:5]1=[O:30])[CH:2]=[CH2:3].C[Si](C)(C)[C:34]([F:37])([F:36])[F:35].CCCC[N+](CCCC)(CCCC)CCCC.[F-].